Task: Predict the product of the given reaction.. Dataset: Forward reaction prediction with 1.9M reactions from USPTO patents (1976-2016) (1) Given the reactants C([Sn](CCCC)(CCCC)[C:6]1[CH:11]=[CH:10][C:9]([C:12]2[N:13]=[C:14]3[CH:19]=[CH:18][C:17]([O:20][CH3:21])=[CH:16][N:15]3[CH:22]=2)=[CH:8][CH:7]=1)CCC.[I:31]I.C(=O)([O-])O.[Na+].S([O-])([O-])(=O)=S.[Na+].[Na+], predict the reaction product. The product is: [I:31][C:6]1[CH:11]=[CH:10][C:9]([C:12]2[N:13]=[C:14]3[CH:19]=[CH:18][C:17]([O:20][CH3:21])=[CH:16][N:15]3[CH:22]=2)=[CH:8][CH:7]=1. (2) Given the reactants Cl[C:2]1[N:7]=[CH:6][C:5]([C:8](=[O:12])[CH2:9][CH2:10][CH3:11])=[CH:4][CH:3]=1.[NH3:13], predict the reaction product. The product is: [NH2:13][C:2]1[N:7]=[CH:6][C:5]([C:8](=[O:12])[CH2:9][CH2:10][CH3:11])=[CH:4][CH:3]=1. (3) Given the reactants [NH2:1][C:2]1[NH:11][C:10](=O)[C:9]2[C:4](=[CH:5][C:6]([C:13]([O:15][CH3:16])=[O:14])=[CH:7][CH:8]=2)[N:3]=1.P(Cl)(Cl)([Cl:19])=O, predict the reaction product. The product is: [NH2:1][C:2]1[N:11]=[C:10]([Cl:19])[C:9]2[C:4](=[CH:5][C:6]([C:13]([O:15][CH3:16])=[O:14])=[CH:7][CH:8]=2)[N:3]=1. (4) Given the reactants [Si](OS(C(F)(F)F)(=O)=O)(C)(C)C.[S:13]1[CH2:18][CH2:17][C:16](=O)[CH2:15][CH2:14]1.[Br:20][C:21]1[CH:22]=[C:23]2[C:27](=[C:28]([C:30]([O:32][CH2:33]C)=[O:31])[CH:29]=1)[NH:26][CH:25]=[CH:24]2.C([SiH](CC)CC)C.C([O-])([O-])=O.[Na+].[Na+], predict the reaction product. The product is: [Br:20][C:21]1[CH:22]=[C:23]2[C:27](=[C:28]([C:30]([O:32][CH3:33])=[O:31])[CH:29]=1)[NH:26][CH:25]=[C:24]2[CH:16]1[CH2:17][CH2:18][S:13][CH2:14][CH2:15]1. (5) Given the reactants [O:1]=[C:2]1[CH2:6][CH2:5][CH:4]([CH2:7][C:8]([OH:10])=O)[CH2:3]1.C(Cl)(=O)C(Cl)=O.[CH3:17][O:18][C:19]1[CH:20]=[C:21]([CH:23]=[C:24]([O:28][CH3:29])[C:25]=1[O:26][CH3:27])[NH2:22].N1C=CC=CC=1, predict the reaction product. The product is: [CH3:29][O:28][C:24]1[CH:23]=[C:21]([NH:22][C:8](=[O:10])[CH2:7][CH:4]2[CH2:5][CH2:6][C:2](=[O:1])[CH2:3]2)[CH:20]=[C:19]([O:18][CH3:17])[C:25]=1[O:26][CH3:27].